Predict the reaction yield, written as a fraction of the theoretical maximum amount of product (1.0 means a 100% yield; for example, 0.34 means a 34% yield). From a dataset of Reaction yield outcomes from USPTO patents with 853,638 reactions. The reactants are [Cl:1][C:2]1[CH:9]=[CH:8][C:5]([CH2:6][NH2:7])=[CH:4][CH:3]=1.[C:10](Cl)(Cl)=[O:11]. The catalyst is C1(C)C=CC=CC=1. The product is [Cl:1][C:2]1[CH:9]=[CH:8][C:5]([CH2:6][N:7]=[C:10]=[O:11])=[CH:4][CH:3]=1. The yield is 1.00.